This data is from Forward reaction prediction with 1.9M reactions from USPTO patents (1976-2016). The task is: Predict the product of the given reaction. (1) The product is: [CH3:1][O:2][C:3](=[O:34])[CH2:4][C@H:5]1[C:9]2[CH:10]=[CH:11][C:12]([O:14][C@H:15]3[C:23]4[C:18](=[C:19]([O:25][C:26]5[CH:31]=[C:30]([O:32][CH:38]6[CH2:39][CH2:40][O:35][CH2:36][CH2:37]6)[CH:29]=[CH:28][C:27]=5[F:33])[CH:20]=[CH:21][C:22]=4[F:24])[CH2:17][CH2:16]3)=[CH:13][C:8]=2[O:7][CH2:6]1. Given the reactants [CH3:1][O:2][C:3](=[O:34])[CH2:4][C@H:5]1[C:9]2[CH:10]=[CH:11][C:12]([O:14][C@H:15]3[C:23]4[C:18](=[C:19]([O:25][C:26]5[CH:31]=[C:30]([OH:32])[CH:29]=[CH:28][C:27]=5[F:33])[CH:20]=[CH:21][C:22]=4[F:24])[CH2:17][CH2:16]3)=[CH:13][C:8]=2[O:7][CH2:6]1.[O:35]1[CH2:40][CH2:39][CH:38](O)[CH2:37][CH2:36]1, predict the reaction product. (2) Given the reactants [CH:1]1([CH2:4][CH2:5][O:6][C:7]2[N:15]=[C:14]3[C:10]([N:11]=[C:12]([O:23]C)[N:13]3[CH2:16][CH:17]3[CH2:22][CH2:21][O:20][CH2:19][CH2:18]3)=[C:9]([NH2:25])[N:8]=2)[CH2:3][CH2:2]1.Cl.[OH-].[Na+], predict the reaction product. The product is: [NH2:25][C:9]1[N:8]=[C:7]([O:6][CH2:5][CH2:4][CH:1]2[CH2:3][CH2:2]2)[N:15]=[C:14]2[C:10]=1[NH:11][C:12](=[O:23])[N:13]2[CH2:16][CH:17]1[CH2:18][CH2:19][O:20][CH2:21][CH2:22]1.